Dataset: Forward reaction prediction with 1.9M reactions from USPTO patents (1976-2016). Task: Predict the product of the given reaction. (1) Given the reactants [Cl:1][C:2]1[C:3]([C:34]2[C:42]3[C:37](=[CH:38][CH:39]=[CH:40][CH:41]=3)[NH:36][CH:35]=2)=[N:4][C:5]([NH:8][CH:9]2[CH2:14][CH2:13][CH2:12][C:11]([NH:16][C:17](=[O:33])[C:18]3[CH:23]=[CH:22][C:21]([NH:24][C:25](=[O:32])/[CH:26]=[CH:27]/[CH2:28][N:29]([CH3:31])[CH3:30])=[CH:20][CH:19]=3)([CH3:15])[CH2:10]2)=[N:6][CH:7]=1, predict the reaction product. The product is: [Cl:1][C:2]1[C:3]([C:34]2[C:42]3[C:37](=[CH:38][CH:39]=[CH:40][CH:41]=3)[NH:36][CH:35]=2)=[N:4][C:5]([NH:8][C@@H:9]2[CH2:14][CH2:13][CH2:12][C@@:11]([NH:16][C:17](=[O:33])[C:18]3[CH:19]=[CH:20][C:21]([NH:24][C:25](=[O:32])/[CH:26]=[CH:27]/[CH2:28][N:29]([CH3:30])[CH3:31])=[CH:22][CH:23]=3)([CH3:15])[CH2:10]2)=[N:6][CH:7]=1. (2) Given the reactants [C:1]([O:5][C:6](=[O:34])[NH:7][C:8]1[CH:13]=[C:12]([CH3:14])[C:11]([CH2:15][NH:16][C:17]([C:19]2[N:20]=[N:21][N:22]([CH2:24][C:25]3[CH:30]=[CH:29][C:28]([CH2:31]Cl)=[CH:27][CH:26]=3)[CH:23]=2)=[O:18])=[C:10]([CH3:33])[N:9]=1)([CH3:4])([CH3:3])[CH3:2].[CH3:35][C:36]1[CH:40]=[CH:39][NH:38][N:37]=1.C(=O)([O-])[O-].[Cs+].[Cs+], predict the reaction product. The product is: [C:1]([O:5][C:6](=[O:34])[NH:7][C:8]1[CH:13]=[C:12]([CH3:14])[C:11]([CH2:15][NH:16][C:17]([C:19]2[N:20]=[N:21][N:22]([CH2:24][C:25]3[CH:30]=[CH:29][C:28]([CH2:31][N:37]4[C:36]([CH3:35])=[CH:40][CH:39]=[N:38]4)=[CH:27][CH:26]=3)[CH:23]=2)=[O:18])=[C:10]([CH3:33])[N:9]=1)([CH3:4])([CH3:3])[CH3:2].